This data is from Full USPTO retrosynthesis dataset with 1.9M reactions from patents (1976-2016). The task is: Predict the reactants needed to synthesize the given product. (1) Given the product [Br:16][CH2:17][CH2:18][CH2:19][CH2:20][CH2:21][CH2:22][CH2:23][CH2:24][O:3][C:4]1[CH:5]=[C:6]2[C:11](=[CH:12][CH:13]=1)[N:10]=[C:9]([O:14][CH3:15])[CH:8]=[CH:7]2, predict the reactants needed to synthesize it. The reactants are: [H-].[Na+].[OH:3][C:4]1[CH:5]=[C:6]2[C:11](=[CH:12][CH:13]=1)[N:10]=[C:9]([O:14][CH3:15])[CH:8]=[CH:7]2.[Br:16][CH2:17][CH2:18][CH2:19][CH2:20][CH2:21][CH2:22][CH2:23][CH2:24]Br.O. (2) The reactants are: [Si]([O:8][C@H:9]([C:33]1[CH:38]=[CH:37][C:36]([OH:39])=[C:35]([CH2:40][OH:41])[CH:34]=1)[CH2:10][NH:11][C@H:12]([CH3:32])[CH2:13][C:14]1[CH:15]=[C:16]([CH2:20][C:21]([NH:23][CH2:24][C:25]2[CH:30]=[CH:29][CH:28]=[CH:27][C:26]=2[OH:31])=[O:22])[CH:17]=[CH:18][CH:19]=1)(C(C)(C)C)(C)C. Given the product [OH:31][C:26]1[CH:27]=[CH:28][CH:29]=[CH:30][C:25]=1[CH2:24][NH:23][C:21](=[O:22])[CH2:20][C:16]1[CH:17]=[CH:18][CH:19]=[C:14]([CH2:13][C@H:12]([NH:11][CH2:10][C@H:9]([OH:8])[C:33]2[CH:38]=[CH:37][C:36]([OH:39])=[C:35]([CH2:40][OH:41])[CH:34]=2)[CH3:32])[CH:15]=1, predict the reactants needed to synthesize it. (3) Given the product [C:23]([C@@:3]1([N:12]2[C:22]3[NH:21][C:19](=[O:20])[NH:18][C:16](=[O:17])[C:15]=3[N:14]=[CH:13]2)[O:11][C@H:8]([CH2:9][OH:10])[C@@H:6]([OH:7])[C@H:4]1[OH:5])(=[O:39])[CH2:24][CH2:25][CH2:26][CH2:27][CH2:28][CH2:29][CH2:30][CH2:31][CH2:32][CH2:33][CH2:34][CH2:35][CH2:36][CH2:37][CH3:38], predict the reactants needed to synthesize it. The reactants are: O.O.[C@@H:3]1([N:12]2[C:22]3[NH:21][C:19](=[O:20])[NH:18][C:16](=[O:17])[C:15]=3[N:14]=[CH:13]2)[O:11][C@H:8]([CH2:9][OH:10])[C@@H:6]([OH:7])[C@H:4]1[OH:5].[C:23](Cl)(=[O:39])[CH2:24][CH2:25][CH2:26][CH2:27][CH2:28][CH2:29][CH2:30][CH2:31][CH2:32][CH2:33][CH2:34][CH2:35][CH2:36][CH2:37][CH3:38]. (4) Given the product [CH2:19]([O:16][C:15](=[O:17])[CH2:14][CH:13]([OH:18])[CH2:12][NH:11][C:9]([O:8][CH2:1][C:2]1[CH:3]=[CH:4][CH:5]=[CH:6][CH:7]=1)=[O:10])[C:20]1[CH:25]=[CH:24][CH:23]=[CH:22][CH:21]=1, predict the reactants needed to synthesize it. The reactants are: [CH2:1]([O:8][C:9]([NH:11][CH2:12][CH:13]([OH:18])[CH2:14][C:15]([OH:17])=[O:16])=[O:10])[C:2]1[CH:7]=[CH:6][CH:5]=[CH:4][CH:3]=1.[CH2:19](Br)[C:20]1[CH:25]=[CH:24][CH:23]=[CH:22][CH:21]=1. (5) Given the product [CH3:1][C:2]([CH3:7])([CH3:6])[CH2:3][CH:4]=[CH:5][C:8]([OH:12])=[O:11], predict the reactants needed to synthesize it. The reactants are: [CH3:1][C:2]([CH3:7])([CH3:6])[CH2:3][CH:4]=[CH2:5].[C:8]([OH:12])(=[O:11])C=C.